Dataset: Retrosynthesis with 50K atom-mapped reactions and 10 reaction types from USPTO. Task: Predict the reactants needed to synthesize the given product. Given the product Cc1cc(C)c(CNC(=O)c2cn3cc(Br)ccc3n2)c(C)c1, predict the reactants needed to synthesize it. The reactants are: CCOC(=O)c1cn2cc(Br)ccc2n1.Cc1cc(C)c(CN)c(C)c1.